The task is: Predict the reactants needed to synthesize the given product.. This data is from Full USPTO retrosynthesis dataset with 1.9M reactions from patents (1976-2016). Given the product [CH:2]1([NH:7][C:8]2[N:13]=[C:12]([C:14]3[C:15]([C:26]4[CH:27]=[CH:28][C:29]([F:32])=[CH:30][CH:31]=4)=[N:16][N:17]4[CH:22]=[C:21]([NH:35][C:38](=[O:47])[O:61][C:57]([CH3:60])([CH3:59])[CH3:58])[CH:20]=[CH:19][C:18]=34)[CH:11]=[CH:10][N:9]=2)[CH2:6][CH2:5][CH2:4][CH2:3]1, predict the reactants needed to synthesize it. The reactants are: Cl.[CH:2]1([NH:7][C:8]2[N:13]=[C:12]([C:14]3[C:15]([C:26]4[CH:31]=[CH:30][C:29]([F:32])=[CH:28][CH:27]=4)=[N:16][N:17]4[CH:22]=[C:21](C(O)=O)[CH:20]=[CH:19][C:18]=34)[CH:11]=[CH:10][N:9]=2)[CH2:6][CH2:5][CH2:4][CH2:3]1.C([N:35]([CH2:38]C)CC)C.C1(P(N=[N+]=[N-])(C2C=CC=CC=2)=[O:47])C=CC=CC=1.[C:57]([OH:61])([CH3:60])([CH3:59])[CH3:58].